Dataset: Reaction yield outcomes from USPTO patents with 853,638 reactions. Task: Predict the reaction yield, written as a fraction of the theoretical maximum amount of product (1.0 means a 100% yield; for example, 0.34 means a 34% yield). The reactants are [CH3:1][O:2][C:3]([C:5]1[CH:24]=[CH:23][CH:22]=[CH:21][C:6]=1[O:7][CH2:8][CH2:9][C:10]1[CH:20]=[CH:19][C:13]([O:14][CH2:15][C:16]([OH:18])=O)=[CH:12][CH:11]=1)=[O:4].[F:25][C:26]1[CH:35]=[CH:34][CH:33]=[CH:32][C:27]=1[CH2:28][NH:29][CH2:30][CH3:31].CN(C(ON1N=NC2C=CC=CC1=2)=[N+](C)C)C.[B-](F)(F)(F)F.CCOC(C)=O. The catalyst is CN(C=O)C.CCN(C(C)C)C(C)C. The product is [CH2:30]([N:29]([CH2:28][C:27]1[CH:32]=[CH:33][CH:34]=[CH:35][C:26]=1[F:25])[C:16](=[O:18])[CH2:15][O:14][C:13]1[CH:12]=[CH:11][C:10]([CH2:9][CH2:8][O:7][C:6]2[CH:21]=[CH:22][CH:23]=[CH:24][C:5]=2[C:3]([O:2][CH3:1])=[O:4])=[CH:20][CH:19]=1)[CH3:31]. The yield is 0.711.